From a dataset of Forward reaction prediction with 1.9M reactions from USPTO patents (1976-2016). Predict the product of the given reaction. (1) Given the reactants [C:1]([O:4][C:5]([CH3:18])([CH2:9][S:10][C:11]1[CH:16]=[CH:15][C:14]([F:17])=[CH:13][CH:12]=1)[C:6](O)=[O:7])(=[O:3])[CH3:2].S(Cl)([Cl:21])=O, predict the reaction product. The product is: [C:1]([O:4][C:5]([CH3:18])([CH2:9][S:10][C:11]1[CH:16]=[CH:15][C:14]([F:17])=[CH:13][CH:12]=1)[C:6]([Cl:21])=[O:7])(=[O:3])[CH3:2]. (2) The product is: [CH2:15]([S:20][C:2]1[CH:9]=[CH:8][C:7]([F:10])=[CH:6][C:3]=1[C:4]#[N:5])[CH3:14]. Given the reactants F[C:2]1[CH:9]=[CH:8][C:7]([F:10])=[CH:6][C:3]=1[C:4]#[N:5].ClC1C=[CH:14][C:15]([S:20]CC)=C(C=1)C#N, predict the reaction product. (3) The product is: [Cl:13][C:9]1[CH:8]=[C:7]2[C:12]([C:3]([NH:14][C:15]3[C:20]4[N:21]=[C:22]([NH:24][C:25](=[O:27])[CH3:26])[S:23][C:19]=4[CH:18]=[CH:17][CH:16]=3)=[N:4][CH:5]=[N:6]2)=[CH:11][CH:10]=1. Given the reactants Cl.Cl[C:3]1[C:12]2[C:7](=[CH:8][C:9]([Cl:13])=[CH:10][CH:11]=2)[N:6]=[CH:5][N:4]=1.[NH2:14][C:15]1[C:20]2[N:21]=[C:22]([NH:24][C:25](=[O:27])[CH3:26])[S:23][C:19]=2[CH:18]=[CH:17][CH:16]=1.[H-].[Na+], predict the reaction product. (4) The product is: [OH:36][CH2:37][C@@H:38]1[CH2:43][CH:42]2[CH:40]([CH2:41]2)[N:39]1[C:44]([O:46][C:47]([CH3:50])([CH3:49])[CH3:48])=[O:45]. Given the reactants CCCC[N+](CCCC)(CCCC)CCCC.[F-].[Si]([O:36][CH2:37][C@@H:38]1[CH2:43][CH:42]2[CH:40]([CH2:41]2)[N:39]1[C:44]([O:46][C:47]([CH3:50])([CH3:49])[CH3:48])=[O:45])(C(C)(C)C)(C1C=CC=CC=1)C1C=CC=CC=1.[NH4+].[Cl-], predict the reaction product. (5) Given the reactants [CH3:1][O:2][C:3]([C:5]1[CH:6]=[CH:7][C:8]2[O:12][C:11]([C:13]([CH2:17][CH3:18])(O)[CH2:14][CH3:15])=[CH:10][C:9]=2[CH:19]=1)=[O:4].[C:20]1([CH3:27])[C:25]([OH:26])=[CH:24][CH:23]=CC=1.B(F)(F)F.[CH3:32][CH2:33]OCC, predict the reaction product. The product is: [CH3:1][O:2][C:3]([C:5]1[CH:6]=[CH:7][C:8]2[O:12][C:11]([C:13]([CH2:32][CH3:33])([C:17]3[CH:23]=[CH:24][C:25]([OH:26])=[C:20]([CH3:27])[CH:18]=3)[CH2:14][CH3:15])=[CH:10][C:9]=2[CH:19]=1)=[O:4]. (6) Given the reactants [CH2:1]([O:3][C:4](=[O:27])[CH:5]([C:13]1[NH:14][C:15]2[C:20]([C:21]=1[S:22][CH2:23][CH3:24])=[CH:19][C:18]([O:25][CH3:26])=[CH:17][CH:16]=2)[CH2:6][C:7]1[CH:12]=[CH:11][CH:10]=[CH:9][CH:8]=1)[CH3:2].I[CH3:29], predict the reaction product. The product is: [CH2:1]([O:3][C:4](=[O:27])[CH:5]([C:13]1[N:14]([CH3:29])[C:15]2[C:20]([C:21]=1[S:22][CH2:23][CH3:24])=[CH:19][C:18]([O:25][CH3:26])=[CH:17][CH:16]=2)[CH2:6][C:7]1[CH:8]=[CH:9][CH:10]=[CH:11][CH:12]=1)[CH3:2]. (7) Given the reactants [NH:1]1[CH2:5][CH2:4][C@@H:3]([OH:6])[CH2:2]1.Br[CH2:8][CH2:9][C:10]1[CH:15]=[CH:14][CH:13]=[CH:12][CH:11]=1, predict the reaction product. The product is: [CH2:8]([N:1]1[CH2:5][CH2:4][C@@H:3]([OH:6])[CH2:2]1)[CH2:9][C:10]1[CH:15]=[CH:14][CH:13]=[CH:12][CH:11]=1.